From a dataset of HIV replication inhibition screening data with 41,000+ compounds from the AIDS Antiviral Screen. Binary Classification. Given a drug SMILES string, predict its activity (active/inactive) in a high-throughput screening assay against a specified biological target. (1) The molecule is O=C1CCCn2c(nc3ccccc32)N1. The result is 0 (inactive). (2) The compound is CC(C)(C)OC(=O)NC(Cc1ccc(OCc2ccccc2)cc1)C(=O)NC(CCCCNC(=O)OCc1ccccc1)C(=O)NC(CCCCNC(=O)OCc1ccccc1)C(=O)ON1C(=O)CCC1=O. The result is 0 (inactive). (3) The drug is CCCOCN1COCN=C1NC#N. The result is 0 (inactive). (4) The compound is c1ccc2c(c1)[nH]c1nc3cc(-c4ccc5nc6c(nc5c4)[nH]c4ccccc46)ccc3nc12. The result is 0 (inactive). (5) The drug is CC(CO)(CO)N1C(=O)C2C3c4ccccc4C(c4ccccc43)C2C1=O. The result is 0 (inactive).